This data is from Reaction yield outcomes from USPTO patents with 853,638 reactions. The task is: Predict the reaction yield, written as a fraction of the theoretical maximum amount of product (1.0 means a 100% yield; for example, 0.34 means a 34% yield). (1) The reactants are [S:1]1[CH:5]=[CH:4][CH:3]=[C:2]1[CH2:6][NH:7][C:8]([C:10]12[CH2:19][CH:14]3[CH2:15][CH:16]([CH2:18][CH:12]([CH2:13]3)[CH2:11]1)[CH2:17]2)=[O:9].[H-].[Na+].Br[CH2:23][CH:24]1[CH2:29][CH2:28][CH2:27][CH2:26][CH2:25]1. The catalyst is CN(C=O)C. The product is [CH:24]1([CH2:23][N:7]([CH2:6][C:2]2[S:1][CH:5]=[CH:4][CH:3]=2)[C:8]([C:10]23[CH2:19][CH:14]4[CH2:15][CH:16]([CH2:18][CH:12]([CH2:13]4)[CH2:11]2)[CH2:17]3)=[O:9])[CH2:29][CH2:28][CH2:27][CH2:26][CH2:25]1. The yield is 0.330. (2) The reactants are Cl.[NH2:2][OH:3].[F:4][C:5]1[CH:10]=[CH:9][CH:8]=[C:7]([F:11])[C:6]=1[C:12]1[N:17]=[C:16]([C:18]([NH:20][C:21]2[CH:22]=[N:23][CH:24]=[CH:25][C:26]=2[C@H:27]2[CH2:32][C@@H:31]([NH:33]C(=O)OC(C)(C)C)[C:30](=O)[C@@H:29]([CH3:42])[CH2:28]2)=[O:19])[CH:15]=[CH:14][C:13]=1[F:43]. The catalyst is CCO.N1C=CC=CC=1. The product is [NH2:33][C@@H:31]1[CH2:32][C@H:27]([C:26]2[CH:25]=[CH:24][N:23]=[CH:22][C:21]=2[NH:20][C:18](=[O:19])[C:16]2[CH:15]=[CH:14][C:13]([F:43])=[C:12]([C:6]3[C:5]([F:4])=[CH:10][CH:9]=[CH:8][C:7]=3[F:11])[N:17]=2)[CH2:28][C@H:29]([CH3:42])/[C:30]/1=[N:2]/[OH:3]. The yield is 0.140. (3) The reactants are [C:1]([NH:5][C:6]([C:8]1[C:16]2[C:11](=[N:12][CH:13]=[C:14]([C:17]3[C:25]4[C:20](=[CH:21][CH:22]=[C:23]([O:26][CH:27]([F:29])[F:28])[CH:24]=4)[N:19]([CH2:30][C:31]([NH:33][CH3:34])=[O:32])[N:18]=3)[N:15]=2)[N:10](COCC[Si](C)(C)C)[CH:9]=1)=[O:7])([CH3:4])([CH3:3])[CH3:2].FC(F)(F)C(O)=O. The catalyst is ClCCl. The product is [C:1]([NH:5][C:6]([C:8]1[C:16]2[C:11](=[N:12][CH:13]=[C:14]([C:17]3[C:25]4[C:20](=[CH:21][CH:22]=[C:23]([O:26][CH:27]([F:28])[F:29])[CH:24]=4)[N:19]([CH2:30][C:31]([NH:33][CH3:34])=[O:32])[N:18]=3)[N:15]=2)[NH:10][CH:9]=1)=[O:7])([CH3:4])([CH3:3])[CH3:2]. The yield is 0.800. (4) The reactants are [CH:1]1([C:4]([C:6]2[S:7][C:8]([C:11]3[CH:16]=[CH:15][CH:14]=[C:13]([NH:17][C:18]4[N:23]=[C:22]([C:24]([F:27])([F:26])[F:25])[CH:21]=[CH:20][N:19]=4)[CH:12]=3)=[CH:9][N:10]=2)=[O:5])[CH2:3][CH2:2]1.[F:28][C:29]([Si](C)(C)C)([F:31])[F:30].[F-].C[N+](C)(C)C.CC([O-])(C)C.[K+].CCCC[N+](CCCC)(CCCC)CCCC.[F-].Cl. The catalyst is O1CCCC1.CCCC[N+](CCCC)(CCCC)CCCC.[F-].CCOCC. The product is [CH:1]1([C:4]([C:6]2[S:7][C:8]([C:11]3[CH:16]=[CH:15][CH:14]=[C:13]([NH:17][C:18]4[N:23]=[C:22]([C:24]([F:25])([F:26])[F:27])[CH:21]=[CH:20][N:19]=4)[CH:12]=3)=[CH:9][N:10]=2)([OH:5])[C:29]([F:31])([F:30])[F:28])[CH2:3][CH2:2]1. The yield is 0.672. (5) The product is [CH:27]1([C:25]([N:22]2[CH2:23][CH2:24][C:19]([CH2:18][N:15]3[C:16](=[O:17])[C:11]4[CH:10]=[N:9][N:8]([C:5]5[CH:6]=[CH:7][C:2]([B:34]6[O:35][C:36]([CH3:38])([CH3:37])[C:32]([CH3:48])([CH3:31])[O:33]6)=[CH:3][CH:4]=5)[C:12]=4[N:13]=[CH:14]3)([OH:30])[CH2:20][CH2:21]2)=[O:26])[CH2:29][CH2:28]1. The catalyst is O. The reactants are Br[C:2]1[CH:7]=[CH:6][C:5]([N:8]2[C:12]3[N:13]=[CH:14][N:15]([CH2:18][C:19]4([OH:30])[CH2:24][CH2:23][N:22]([C:25]([CH:27]5[CH2:29][CH2:28]5)=[O:26])[CH2:21][CH2:20]4)[C:16](=[O:17])[C:11]=3[CH:10]=[N:9]2)=[CH:4][CH:3]=1.[CH3:31][C:32]1([CH3:48])[C:36]([CH3:38])([CH3:37])[O:35][B:34]([B:34]2[O:35][C:36]([CH3:38])([CH3:37])[C:32]([CH3:48])([CH3:31])[O:33]2)[O:33]1.C([O-])(=O)C.[K+].CN(C)C=O. The yield is 0.650. (6) The reactants are [F:1][C:2]1[CH:7]=[CH:6][C:5]([C:8]2[S:9][C:10]3[N:11]=[C:12]([S:19][CH3:20])[N:13]=[C:14](SC)[C:15]=3[N:16]=2)=[CH:4][CH:3]=1.Cl.[CH2:22]([OH:24])[CH3:23]. No catalyst specified. The product is [CH2:22]([O:24][C:14]1[C:15]2[N:16]=[C:8]([C:5]3[CH:4]=[CH:3][C:2]([F:1])=[CH:7][CH:6]=3)[S:9][C:10]=2[N:11]=[C:12]([S:19][CH3:20])[N:13]=1)[CH3:23]. The yield is 0.600. (7) The reactants are [NH2:1][C:2]1[C:7]([CH:8]=O)=[CH:6][CH:5]=[CH:4][N:3]=1.Cl.[NH2:11][OH:12]. The catalyst is N1C=CC=CC=1. The product is [NH2:1][C:2]1[C:7]([CH:8]=[N:11][OH:12])=[CH:6][CH:5]=[CH:4][N:3]=1. The yield is 0.850.